Dataset: TCR-epitope binding with 47,182 pairs between 192 epitopes and 23,139 TCRs. Task: Binary Classification. Given a T-cell receptor sequence (or CDR3 region) and an epitope sequence, predict whether binding occurs between them. (1) The epitope is YLDAYNMMI. The TCR CDR3 sequence is CASSLGLAGGIYNEQFF. Result: 0 (the TCR does not bind to the epitope). (2) The epitope is FLNGSCGSV. The TCR CDR3 sequence is CASRSPRAGETQYF. Result: 0 (the TCR does not bind to the epitope). (3) The epitope is QIKVRVKMV. The TCR CDR3 sequence is CASSFSAAARHF. Result: 0 (the TCR does not bind to the epitope). (4) The epitope is YVFCTVNAL. The TCR CDR3 sequence is CASSELLTTTNEKLFF. Result: 0 (the TCR does not bind to the epitope).